The task is: Binary Classification. Given a drug SMILES string, predict its activity (active/inactive) in a high-throughput screening assay against a specified biological target.. This data is from HIV replication inhibition screening data with 41,000+ compounds from the AIDS Antiviral Screen. The drug is C(=Cc1ccccc1)C=Nc1ccccc1. The result is 0 (inactive).